From a dataset of Catalyst prediction with 721,799 reactions and 888 catalyst types from USPTO. Predict which catalyst facilitates the given reaction. (1) Product: [Br:65][CH2:20][CH2:19][CH:18]([C:15]1[CH:14]=[CH:13][C:12]([C:5]2[C:6]3=[N:7][CH:8]=[CH:9][CH:10]=[C:11]3[N:3]([CH2:1][CH3:2])[N:4]=2)=[CH:17][CH:16]=1)[C:22]1[N:26]([CH2:27][O:28][CH2:29][CH2:30][Si:31]([CH3:32])([CH3:34])[CH3:33])[C:25]2[CH:35]=[CH:36][CH:37]=[CH:38][C:24]=2[N:23]=1. Reactant: [CH2:1]([N:3]1[C:11]2[C:6](=[N:7][CH:8]=[CH:9][CH:10]=2)[C:5]([C:12]2[CH:17]=[CH:16][C:15]([CH:18]([C:22]3[N:26]([CH2:27][O:28][CH2:29][CH2:30][Si:31]([CH3:34])([CH3:33])[CH3:32])[C:25]4[CH:35]=[CH:36][CH:37]=[CH:38][C:24]=4[N:23]=3)[CH2:19][CH2:20]O)=[CH:14][CH:13]=2)=[N:4]1)[CH3:2].C1C=CC(P(C2C=CC=CC=2)C2C=CC=CC=2)=CC=1.C1C(=O)N([Br:65])C(=O)C1.C([O-])(O)=O.[Na+]. The catalyst class is: 3. (2) Reactant: CN.[CH3:3][N:4](C(ON1N=NC2C=CC=CC1=2)=[N+](C)C)C.[B-](F)(F)(F)F.[Cl:25][C:26]1[CH:31]=[CH:30][C:29]([CH2:32][CH2:33][C:34](O)=[O:35])=[CH:28][C:27]=1[CH2:37][OH:38]. Product: [Cl:25][C:26]1[CH:31]=[CH:30][C:29]([CH2:32][CH2:33][C:34]([NH:4][CH3:3])=[O:35])=[CH:28][C:27]=1[CH2:37][OH:38]. The catalyst class is: 2. (3) Reactant: [C:1]([O:5][C:6]([N:8]([CH2:14][C:15]1[CH:16]=[C:17]([CH:22]=[CH:23][C:24]=1[N+:25]([O-])=O)[C:18]([O:20][CH3:21])=[O:19])[CH2:9][C:10]([O:12][CH3:13])=[O:11])=[O:7])([CH3:4])([CH3:3])[CH3:2]. Product: [NH2:25][C:24]1[CH:23]=[CH:22][C:17]([C:18]([O:20][CH3:21])=[O:19])=[CH:16][C:15]=1[CH2:14][N:8]([C:6]([O:5][C:1]([CH3:4])([CH3:3])[CH3:2])=[O:7])[CH2:9][C:10]([O:12][CH3:13])=[O:11]. The catalyst class is: 43. (4) Reactant: [C:1]([C:4]1[C:13]([N:14]2[CH2:18][CH2:17][C@H:16]([NH:19][C:20](=[O:24])[CH:21]([CH3:23])[CH3:22])[CH2:15]2)=[C:12]2[C:7]([CH:8]=[CH:9][CH:10]=[N:11]2)=[C:6]([Cl:25])[CH:5]=1)(=O)[CH3:2].C([O-])(=O)C.[NH4+].C([BH3-])#[N:32].[Na+].O1CCCC1. Product: [NH2:32][CH:1]([C:4]1[C:13]([N:14]2[CH2:18][CH2:17][C@H:16]([NH:19][C:20](=[O:24])[CH:21]([CH3:23])[CH3:22])[CH2:15]2)=[C:12]2[C:7]([CH:8]=[CH:9][CH:10]=[N:11]2)=[C:6]([Cl:25])[CH:5]=1)[CH3:2]. The catalyst class is: 449. (5) Reactant: FC(F)(F)C(F)(F)C(F)(F)C(F)(F)S(O[C:10]1[CH2:16][CH2:15][CH2:14][C:13]2[CH:17]=[C:18]([O:21]C)[CH:19]=[CH:20][C:12]=2[CH:11]=1)(=O)=O.C[O:32][C:33]1[CH:38]=[CH:37][C:36](B(O)O)=[CH:35][CH:34]=1.C1(C)C=CC=CC=1.C([O-])([O-])=O.[Na+].[Na+]. Product: [OH:32][C:33]1[CH:38]=[CH:37][C:36]([C:10]2[CH2:16][CH2:15][CH2:14][C:13]3[CH:17]=[C:18]([OH:21])[CH:19]=[CH:20][C:12]=3[CH:11]=2)=[CH:35][CH:34]=1. The catalyst class is: 461. (6) Reactant: [CH3:1][O:2][C:3]([C:5]1[C:6]([OH:29])=[C:7]2[C:12](=[CH:13][N:14]=1)[N:11]([CH2:15][CH:16]1[CH2:21][CH2:20][CH2:19][CH2:18][CH2:17]1)[C:10](=[O:22])[C:9]([C:23]1[CH:28]=[CH:27][CH:26]=[CH:25][CH:24]=1)=[CH:8]2)=[O:4].[Br:30]N1C(=O)CCC1=O. Product: [CH3:1][O:2][C:3]([C:5]1[C:6]([OH:29])=[C:7]2[C:12](=[C:13]([Br:30])[N:14]=1)[N:11]([CH2:15][CH:16]1[CH2:17][CH2:18][CH2:19][CH2:20][CH2:21]1)[C:10](=[O:22])[C:9]([C:23]1[CH:28]=[CH:27][CH:26]=[CH:25][CH:24]=1)=[CH:8]2)=[O:4]. The catalyst class is: 2. (7) Reactant: [CH3:1][O:2][C:3]1[CH:4]=[C:5]([CH:21]=[CH:22][C:23]=1[O:24][CH2:25][C:26]1[N:27]=[C:28]([C:32]2[CH:37]=[CH:36][CH:35]=[CH:34][CH:33]=2)[O:29][C:30]=1[CH3:31])[CH2:6][O:7][C:8]1[C:12]([CH:13]=O)=[CH:11][N:10]([C:15]2[CH:20]=[CH:19][CH:18]=[CH:17][CH:16]=2)[N:9]=1.Cl.NO.[N:41]1C=CC=CC=1.Cl. Product: [CH3:1][O:2][C:3]1[CH:4]=[C:5]([CH:21]=[CH:22][C:23]=1[O:24][CH2:25][C:26]1[N:27]=[C:28]([C:32]2[CH:37]=[CH:36][CH:35]=[CH:34][CH:33]=2)[O:29][C:30]=1[CH3:31])[CH2:6][O:7][C:8]1[C:12]([C:13]#[N:41])=[CH:11][N:10]([C:15]2[CH:20]=[CH:19][CH:18]=[CH:17][CH:16]=2)[N:9]=1. The catalyst class is: 8.